This data is from Catalyst prediction with 721,799 reactions and 888 catalyst types from USPTO. The task is: Predict which catalyst facilitates the given reaction. (1) Reactant: CCN(CC)CC.S([Cl:12])(C)(=O)=O.[C:13]([O:17][C:18]([NH:20][C:21]1[CH:26]=[CH:25][C:24]([C:27]2[CH:32]=[CH:31][C:30]([Cl:33])=[CH:29][CH:28]=2)=[C:23]([CH2:34]O)[CH:22]=1)=[O:19])([CH3:16])([CH3:15])[CH3:14]. Product: [C:13]([O:17][C:18]([NH:20][C:21]1[CH:26]=[CH:25][C:24]([C:27]2[CH:32]=[CH:31][C:30]([Cl:33])=[CH:29][CH:28]=2)=[C:23]([CH2:34][Cl:12])[CH:22]=1)=[O:19])([CH3:16])([CH3:15])[CH3:14]. The catalyst class is: 1. (2) Reactant: [CH3:1][O:2][C:3]1[CH:11]=[CH:10][CH:9]=[C:8]2[C:4]=1[CH:5]=[CH:6][NH:7]2.[OH-].[K+].[NH2:14]OS(O)(=O)=O. Product: [NH2:14][N:7]1[C:8]2[C:4](=[C:3]([O:2][CH3:1])[CH:11]=[CH:10][CH:9]=2)[CH:5]=[CH:6]1. The catalyst class is: 9. (3) Reactant: [NH:1]1[CH2:4][CH:3]([CH2:5][CH2:6][OH:7])[CH2:2]1.F[C:9]1[CH:14]=[CH:13][CH:12]=[CH:11][N:10]=1.C(N(CC)CC)C.CO. Product: [N:10]1[CH:11]=[CH:12][CH:13]=[CH:14][C:9]=1[N:1]1[CH2:4][CH:3]([CH2:5][CH2:6][OH:7])[CH2:2]1. The catalyst class is: 2. (4) Reactant: Cl.[Br:2][C:3]1[CH:8]=[CH:7][C:6]([NH:9][NH2:10])=[CH:5][CH:4]=1.C[O-].[Na+].C1(C)C=CC=CC=1.[C:21]1([C:27](=O)[CH:28]([C:37]2[CH:42]=[CH:41][CH:40]=[CH:39][CH:38]=2)[C:29]([C:31]2[CH:36]=[CH:35][CH:34]=[CH:33][CH:32]=2)=O)[CH:26]=[CH:25][CH:24]=[CH:23][CH:22]=1. Product: [Br:2][C:3]1[CH:8]=[CH:7][C:6]([N:9]2[C:27]([C:21]3[CH:26]=[CH:25][CH:24]=[CH:23][CH:22]=3)=[C:28]([C:37]3[CH:38]=[CH:39][CH:40]=[CH:41][CH:42]=3)[C:29]([C:31]3[CH:36]=[CH:35][CH:34]=[CH:33][CH:32]=3)=[N:10]2)=[CH:5][CH:4]=1. The catalyst class is: 6.